From a dataset of Reaction yield outcomes from USPTO patents with 853,638 reactions. Predict the reaction yield, written as a fraction of the theoretical maximum amount of product (1.0 means a 100% yield; for example, 0.34 means a 34% yield). (1) The reactants are [H-].[Na+].[NH:3]1[CH:7]=[C:6]([CH:8]=[O:9])[N:5]=[CH:4]1.I[CH2:11][CH2:12][CH3:13]. The catalyst is C1COCC1. The product is [CH2:11]([N:3]1[CH:7]=[C:6]([CH:8]=[O:9])[N:5]=[CH:4]1)[CH2:12][CH3:13]. The yield is 0.580. (2) The catalyst is CO.[Pd]. The product is [CH:1]1([CH2:6][C:7]2[CH:12]=[CH:11][C:10]([O:13][CH3:14])=[CH:9][C:8]=2[NH2:15])[CH2:2][CH2:3][CH2:4][CH2:5]1. The reactants are [C:1]1(=[CH:6][C:7]2[CH:12]=[CH:11][C:10]([O:13][CH3:14])=[CH:9][C:8]=2[N+:15]([O-])=O)[CH2:5][CH2:4][CH2:3][CH2:2]1.[H][H]. The yield is 0.640. (3) The reactants are [C:1]1([N:7]([C:25]2[CH:30]=[CH:29][CH:28]=[CH:27][CH:26]=2)[C:8]2[CH:24]=[CH:23][C:11](/[CH:12]=[CH:13]/[C:14]3[CH:19]=[CH:18][C:17](B(O)O)=[CH:16][CH:15]=3)=[CH:10][CH:9]=2)[CH:6]=[CH:5][CH:4]=[CH:3][CH:2]=1.Br[C:32]1[CH:37]=[CH:36][C:35]([P:38](=[O:51])([C:45]2[CH:50]=[CH:49][CH:48]=[CH:47][CH:46]=2)[C:39]2[CH:44]=[CH:43][CH:42]=[CH:41][CH:40]=2)=[CH:34][CH:33]=1.C(=O)([O-])[O-].[K+].[K+].C1(C)C=CC=CC=1. The catalyst is C1C=CC([P]([Pd]([P](C2C=CC=CC=2)(C2C=CC=CC=2)C2C=CC=CC=2)([P](C2C=CC=CC=2)(C2C=CC=CC=2)C2C=CC=CC=2)[P](C2C=CC=CC=2)(C2C=CC=CC=2)C2C=CC=CC=2)(C2C=CC=CC=2)C2C=CC=CC=2)=CC=1.O.CCO. The product is [C:1]1([N:7]([C:25]2[CH:30]=[CH:29][CH:28]=[CH:27][CH:26]=2)[C:8]2[CH:24]=[CH:23][C:11](/[CH:12]=[CH:13]/[C:14]3[CH:19]=[CH:18][C:17]([C:42]4[CH:41]=[CH:40][C:39]([P:38](=[O:51])([C:45]5[CH:50]=[CH:49][CH:48]=[CH:47][CH:46]=5)[C:35]5[CH:36]=[CH:37][CH:32]=[CH:33][CH:34]=5)=[CH:44][CH:43]=4)=[CH:16][CH:15]=3)=[CH:10][CH:9]=2)[CH:6]=[CH:5][CH:4]=[CH:3][CH:2]=1. The yield is 0.730. (4) The product is [CH2:1]([N:3]1[CH2:16][CH2:15][C:6]2[N:7]([CH2:17][CH2:18][C:19]3[CH:24]=[CH:23][CH:22]=[CH:21][CH:20]=3)[C:8]3[CH:9]=[CH:10][C:11]([CH3:14])=[CH:12][C:13]=3[C:5]=2[CH2:4]1)[CH3:2]. The catalyst is CN(C=O)C. The yield is 0.0470. The reactants are [CH2:1]([N:3]1[CH2:16][CH2:15][C:6]2[NH:7][C:8]3[CH:9]=[CH:10][C:11]([CH3:14])=[CH:12][C:13]=3[C:5]=2[CH2:4]1)[CH3:2].[CH2:17]=[CH:18][C:19]1[CH:24]=[CH:23][CH:22]=[CH:21][CH:20]=1.[H-].[Na+]. (5) The reactants are [ClH:1].Cl.Br[C:4]1[CH:31]=[CH:30][C:7]([CH2:8][NH:9][CH2:10][C@@H:11]2[CH2:16][CH2:15][C@H:14]([NH:17][C:18]3[CH:27]=[C:26]([NH:28][CH3:29])[C:25]4[C:20](=[CH:21][CH:22]=[CH:23][CH:24]=4)[N:19]=3)[CH2:13][CH2:12]2)=[C:6]([O:32][C:33]([F:36])([F:35])[F:34])[CH:5]=1.Cl. The catalyst is CCO.CCOC(C)=O.[Pd]. The product is [ClH:1].[ClH:1].[CH3:29][NH:28][C:26]1[C:25]2[C:20](=[CH:21][CH:22]=[CH:23][CH:24]=2)[N:19]=[C:18]([NH:17][C@H:14]2[CH2:13][CH2:12][C@@H:11]([CH2:10][NH:9][CH2:8][C:7]3[CH:30]=[CH:31][CH:4]=[CH:5][C:6]=3[O:32][C:33]([F:36])([F:34])[F:35])[CH2:16][CH2:15]2)[CH:27]=1. The yield is 0.460. (6) The reactants are [Cl:1][C:2]1[CH:3]=[C:4]([CH:19]=[CH:20][C:21]=1[Cl:22])[CH2:5][C@H:6]1[CH2:10][O:9][S:8](=[O:11])[N:7]1[C:12]([O:14][C:15]([CH3:18])([CH3:17])[CH3:16])=[O:13].I([O-])(=O)(=O)=[O:24].[Na+]. The catalyst is C(#N)C.CCOC(C)=O.O.[Ru](Cl)(Cl)Cl. The product is [Cl:1][C:2]1[CH:3]=[C:4]([CH:19]=[CH:20][C:21]=1[Cl:22])[CH2:5][C@H:6]1[CH2:10][O:9][S:8](=[O:24])(=[O:11])[N:7]1[C:12]([O:14][C:15]([CH3:17])([CH3:18])[CH3:16])=[O:13]. The yield is 0.940. (7) The reactants are Cl.[N:2]1[CH:7]=[CH:6][CH:5]=[CH:4][C:3]=1[C:8]([NH2:10])=[NH:9].[CH2:11]([O:13][C:14](=[O:23])[C:15](=[CH:19]N(C)C)[C:16](=O)[CH3:17])[CH3:12]. The catalyst is CCO. The product is [CH2:11]([O:13][C:14]([C:15]1[C:16]([CH3:17])=[N:9][C:8]([C:3]2[CH:4]=[CH:5][CH:6]=[CH:7][N:2]=2)=[N:10][CH:19]=1)=[O:23])[CH3:12]. The yield is 0.880. (8) The reactants are [C:1]1([CH:7]2[CH2:11][CH2:10][CH2:9][C:8]2=[O:12])[CH:6]=[CH:5][CH:4]=[CH:3][CH:2]=1.[C:13](=[O:18])=[N:14][C:15](Cl)=[O:16]. The catalyst is C(OCC)(=O)C.C(=O)(O)[O-].[Na+]. The product is [C:1]1([CH:7]2[C:8]3[O:12][C:15](=[O:16])[NH:14][C:13](=[O:18])[C:9]=3[CH2:10][CH2:11]2)[CH:6]=[CH:5][CH:4]=[CH:3][CH:2]=1. The yield is 0.130. (9) The reactants are [CH:1]([C:3]1[CH:8]=[CH:7][CH:6]=[CH:5][C:4]=1[CH:9]=[CH2:10])=[CH2:2]. The catalyst is B(F)(F)F. The product is [C:4]12[CH2:9][C:7]([CH2:8][CH2:3]1)=[CH:6][CH:5]=2.[CH:1]([C:3]1[CH:8]=[CH:7][CH:6]=[CH:5][C:4]=1[CH:9]=[CH2:10])=[CH2:2]. The yield is 0.100. (10) The reactants are [Cl:1][C:2]1[CH:7]=[CH:6][C:5]([C:8]2[C:12]([CH2:13][O:14][C:15]3[CH:23]=[CH:22][C:18]([C:19](O)=[O:20])=[CH:17][N:16]=3)=[C:11]([CH2:24][OH:25])[O:10][N:9]=2)=[CH:4][CH:3]=1.[CH3:26][N:27]1[CH:31]=[C:30]([NH2:32])[CH:29]=[N:28]1.O.ON1C2C=CC=CC=2N=N1.C(N(C(C)C)C(C)C)C.Cl.CN(C)CCCN=C=NCC. The catalyst is C1COCC1. The product is [Cl:1][C:2]1[CH:3]=[CH:4][C:5]([C:8]2[C:12]([CH2:13][O:14][C:15]3[CH:23]=[CH:22][C:18]([C:19]([NH:32][C:30]4[CH:29]=[N:28][N:27]([CH3:26])[CH:31]=4)=[O:20])=[CH:17][N:16]=3)=[C:11]([CH2:24][OH:25])[O:10][N:9]=2)=[CH:6][CH:7]=1. The yield is 0.830.